This data is from Reaction yield outcomes from USPTO patents with 853,638 reactions. The task is: Predict the reaction yield, written as a fraction of the theoretical maximum amount of product (1.0 means a 100% yield; for example, 0.34 means a 34% yield). (1) The reactants are [C:1]1([C:7]2[O:11][N:10]=[CH:9][C:8]=2/[CH:12]=[CH:13]/[C:14]([OH:16])=O)[CH:6]=[CH:5][CH:4]=[CH:3][CH:2]=1.C([N:19](CC)CC)C.C(Cl)(=O)OCC.N. The product is [C:1]1([C:7]2[O:11][N:10]=[CH:9][C:8]=2/[CH:12]=[CH:13]/[C:14]([NH2:19])=[O:16])[CH:6]=[CH:5][CH:4]=[CH:3][CH:2]=1. The catalyst is O.O1CCCC1. The yield is 0.890. (2) The reactants are [F:1][C:2]1[CH:7]=[C:6]([N:8]2[CH2:13][CH2:12][O:11][CH2:10][CH2:9]2)[C:5]([F:14])=[CH:4][C:3]=1[N:15]1[CH:20]=[C:19]([O:21][CH3:22])[C:18](=[O:23])[C:17]([C:24]([O:26]C)=[O:25])=[N:16]1.[OH-].[Na+].Cl. The catalyst is CCO. The product is [F:1][C:2]1[CH:7]=[C:6]([N:8]2[CH2:9][CH2:10][O:11][CH2:12][CH2:13]2)[C:5]([F:14])=[CH:4][C:3]=1[N:15]1[CH:20]=[C:19]([O:21][CH3:22])[C:18](=[O:23])[C:17]([C:24]([OH:26])=[O:25])=[N:16]1. The yield is 0.960. (3) The reactants are [CH3:1][N:2]1[CH:6]=[CH:5][CH:4]=[C:3]1B1OC(C)(C)C(C)(C)O1.Br[C:17]1[CH:22]=[CH:21][CH:20]=[CH:19][C:18]=1[OH:23].C(=O)([O-])[O-].[K+].[K+]. The catalyst is ClCCCl.C1C=CC([P]([Pd]([P](C2C=CC=CC=2)(C2C=CC=CC=2)C2C=CC=CC=2)([P](C2C=CC=CC=2)(C2C=CC=CC=2)C2C=CC=CC=2)[P](C2C=CC=CC=2)(C2C=CC=CC=2)C2C=CC=CC=2)(C2C=CC=CC=2)C2C=CC=CC=2)=CC=1. The product is [CH3:1][N:2]1[CH:6]=[CH:5][CH:4]=[C:3]1[C:17]1[CH:22]=[CH:21][CH:20]=[CH:19][C:18]=1[OH:23]. The yield is 0.340. (4) The reactants are [F:1][C:2]([F:7])([F:6])[C:3]([OH:5])=[O:4].[CH2:8]([N:15]([CH2:17][C:18](=[C:20]1[CH2:25][CH2:24][N:23]([C:26]2[C:35]([O:36][CH3:37])=[C:34]3[C:29]([C:30](=[O:44])[C:31]([C:41]([OH:43])=[O:42])=[CH:32][N:33]3[CH:38]3[CH2:40][CH2:39]3)=[CH:28][C:27]=2[F:45])[CH2:22][CH2:21]1)[Cl:19])C)C1C=CC=CC=1.ClC(OC(Cl)C)=O. The catalyst is ClCCCl. The product is [F:1][C:2]([F:7])([F:6])[C:3]([OH:5])=[O:4].[Cl:19][C:18](=[C:20]1[CH2:25][CH2:24][N:23]([C:26]2[C:35]([O:36][CH3:37])=[C:34]3[C:29]([C:30](=[O:44])[C:31]([C:41]([OH:43])=[O:42])=[CH:32][N:33]3[CH:38]3[CH2:40][CH2:39]3)=[CH:28][C:27]=2[F:45])[CH2:22][CH2:21]1)[CH2:17][NH:15][CH3:8]. The yield is 0.270. (5) The reactants are [OH-:1].[Na+].[CH3:3][NH:4][C:5]([N:7]1[C:15]2[C:10](=[CH:11][C:12]([O:16][C:17]3[CH:22]=[CH:21][N:20]=[C:19]([N:23]([C:33]([O:35]C4C=CC=CC=4)=O)C(=O)OC4C=CC=CC=4)[CH:18]=3)=[CH:13][CH:14]=2)[CH:9]=[CH:8]1)=[O:6].[OH-:42].[Li+].Cl. The catalyst is CN(C)C=O.O1CCCC1.CO.O. The product is [CH3:3][NH:4][C:5]([N:7]1[C:15]2[C:10](=[CH:11][C:12]([O:16][C:17]3[CH:22]=[CH:21][N:20]=[C:19]([NH:23][C:33](=[O:35])[NH:7][CH2:8][CH2:9][C:10]([OH:42])=[O:1])[CH:18]=3)=[CH:13][CH:14]=2)[CH:9]=[CH:8]1)=[O:6]. The yield is 0.660. (6) No catalyst specified. The product is [C:1]1([C:7]2([CH3:23])[N:11]([CH3:24])[C:10](=[O:12])[N:9]([CH2:13][C:14](=[O:21])[C:15]3[CH:16]=[CH:17][CH:18]=[CH:19][CH:20]=3)[C:8]2=[O:22])[CH2:6][CH2:5][CH2:4][CH2:3][CH:2]=1. The reactants are [C:1]1([C:7]2([CH3:23])[NH:11][C:10](=[O:12])[N:9]([CH2:13][C:14](=[O:21])[C:15]3[CH:20]=[CH:19][CH:18]=[CH:17][CH:16]=3)[C:8]2=[O:22])[CH2:6][CH2:5][CH2:4][CH2:3][CH:2]=1.[CH3:24]I. The yield is 0.290.